This data is from Forward reaction prediction with 1.9M reactions from USPTO patents (1976-2016). The task is: Predict the product of the given reaction. (1) The product is: [CH:1]1([C:7]2[C:8]3[CH:9]=[CH:10][C:11]([C:30]([NH:31][S:32]([N:35]([CH3:36])[CH3:37])(=[O:33])=[O:34])=[O:38])=[CH:12][C:13]=3[N:14]3[CH2:20][C:19]([C:21]([N:51]4[CH2:52][CH2:53][CH2:54][C@H:55]5[CH2:56][NH:48][CH2:49][C@@H:50]45)=[O:23])=[CH:18][C:17]4[CH:24]=[C:25]([O:28][CH3:29])[CH:26]=[CH:27][C:16]=4[C:15]=23)[CH2:2][CH2:3][CH2:4][CH2:5][CH2:6]1. Given the reactants [CH:1]1([C:7]2[C:8]3[CH:9]=[CH:10][C:11]([C:30](=[O:38])[NH:31][S:32]([N:35]([CH3:37])[CH3:36])(=[O:34])=[O:33])=[CH:12][C:13]=3[N:14]3[CH2:20][C:19]([C:21]([OH:23])=O)=[CH:18][C:17]4[CH:24]=[C:25]([O:28][CH3:29])[CH:26]=[CH:27][C:16]=4[C:15]=23)[CH2:6][CH2:5][CH2:4][CH2:3][CH2:2]1.Cl.Cl.C([N:48]1[CH2:56][C@H:55]2[C@H:50]([NH:51][CH2:52][CH2:53][CH2:54]2)[CH2:49]1)C1C=CC=CC=1.CN(C(ON1N=NC2C=CC=NC1=2)=[N+](C)C)C.F[P-](F)(F)(F)(F)F.Cl, predict the reaction product. (2) Given the reactants CS(O[CH2:6][CH2:7][C:8]1[O:9][C:10]2[CH:16]=[CH:15][C:14]([C:17]3[CH:22]=[CH:21][C:20]([C:23]([N:25]4[CH2:30][CH2:29][O:28][CH2:27][CH2:26]4)=[O:24])=[CH:19][N:18]=3)=[CH:13][C:11]=2[CH:12]=1)(=O)=O.[CH:31]([NH:34][CH3:35])([CH3:33])[CH3:32], predict the reaction product. The product is: [CH:31]([N:34]([CH3:35])[CH2:6][CH2:7][C:8]1[O:9][C:10]2[CH:16]=[CH:15][C:14]([C:17]3[CH:22]=[CH:21][C:20]([C:23]([N:25]4[CH2:26][CH2:27][O:28][CH2:29][CH2:30]4)=[O:24])=[CH:19][N:18]=3)=[CH:13][C:11]=2[CH:12]=1)([CH3:33])[CH3:32]. (3) Given the reactants [NH2:1][C:2]1[S:3][C@:4]2([C:18]([NH:20][CH:21]3[CH2:23][CH2:22]3)=[O:19])[C@H:6]([C@:7]([C:10]3[CH:15]=[C:14](Br)[CH:13]=[CH:12][C:11]=3[F:17])([CH3:9])[N:8]=1)[CH2:5]2.[N-:24]=[N+]=[N-].[Na+].O[C@H]([C@@H]1C([O-])=C(O)C(=O)O1)CO.[Na+].CN[C@@H]1CCCC[C@H]1NC.CP(C)C, predict the reaction product. The product is: [NH2:1][C:2]1[S:3][C@:4]2([C:18]([NH:20][CH:21]3[CH2:23][CH2:22]3)=[O:19])[C@H:6]([C@:7]([C:10]3[CH:15]=[C:14]([NH2:24])[CH:13]=[CH:12][C:11]=3[F:17])([CH3:9])[N:8]=1)[CH2:5]2. (4) The product is: [CH2:19]([NH:18][C:16](=[O:17])[NH:15][C:13]1[S:14][C:10]2[C:9](/[CH:22]=[N:23]/[O:24][CH3:25])=[CH:8][C:7]([C:36]3[CH:41]=[N:40][C:39]([N:42]4[CH2:47][CH2:46][C:45]([CH3:51])([C:48]([OH:50])=[O:49])[CH2:44][CH2:43]4)=[N:38][CH:37]=3)=[CH:21][C:11]=2[N:12]=1)[CH3:20]. Given the reactants FC(F)(F)S(O[C:7]1[CH:8]=[C:9](/[CH:22]=[N:23]/[O:24][CH3:25])[C:10]2[S:14][C:13]([NH:15][C:16]([NH:18][CH2:19][CH3:20])=[O:17])=[N:12][C:11]=2[CH:21]=1)(=O)=O.C([O-])(=O)C.[K+].N#N.Br[C:36]1[CH:37]=[N:38][C:39]([N:42]2[CH2:47][CH2:46][C:45]([CH3:51])([C:48]([OH:50])=[O:49])[CH2:44][CH2:43]2)=[N:40][CH:41]=1.C(=O)([O-])[O-].[Cs+].[Cs+], predict the reaction product. (5) Given the reactants [F:1][C:2]1[CH:3]=[C:4]([C:8]2[CH:16]=[C:15]3[C:11]([CH2:12][CH2:13][C:14]3=O)=[CH:10][CH:9]=2)[CH:5]=[CH:6][CH:7]=1.[NH2:18][C:19]1[CH:20]=[C:21]([CH:30]=[CH:31][CH:32]=1)[O:22][CH2:23][C:24]([O:26][CH:27]([CH3:29])[CH3:28])=[O:25].[BH4-].[Na+], predict the reaction product. The product is: [F:1][C:2]1[CH:3]=[C:4]([C:8]2[CH:16]=[C:15]3[C:11]([CH2:12][CH2:13][CH:14]3[NH:18][C:19]3[CH:20]=[C:21]([CH:30]=[CH:31][CH:32]=3)[O:22][CH2:23][C:24]([O:26][CH:27]([CH3:28])[CH3:29])=[O:25])=[CH:10][CH:9]=2)[CH:5]=[CH:6][CH:7]=1. (6) Given the reactants C([O:3][C:4](=[O:13])[CH2:5][C:6]1[C:7]([Cl:12])=[N:8][CH:9]=[N:10][CH:11]=1)C.O.[OH-].[Li+], predict the reaction product. The product is: [Cl:12][C:7]1[C:6]([CH2:5][C:4]([OH:13])=[O:3])=[CH:11][N:10]=[CH:9][N:8]=1. (7) Given the reactants [C:1](=[N:4][OH:5])([NH2:3])[CH3:2].[Cl:6][C:7]1[CH:12]=[CH:11][C:10]([C:13]2[C:19]3[CH:20]=[CH:21][CH:22]=[CH:23][C:18]=3[N:17]3[C:24]([CH3:27])=[N:25][N:26]=[C:16]3[CH:15]([CH2:28][C:29](OC(C)(C)C)=O)[CH:14]=2)=[CH:9][CH:8]=1.C[O-].[Na+].O, predict the reaction product. The product is: [Cl:6][C:7]1[CH:12]=[CH:11][C:10]([C:13]2[C:19]3[CH:20]=[CH:21][CH:22]=[CH:23][C:18]=3[N:17]3[C:24]([CH3:27])=[N:25][N:26]=[C:16]3[CH:15]([CH2:28][C:29]3[O:5][N:4]=[C:1]([CH3:2])[N:3]=3)[CH:14]=2)=[CH:9][CH:8]=1. (8) Given the reactants [CH3:1][O:2][C:3]([C:5]1[S:9][C:8]([C:10]2[CH:15]=[CH:14][C:13]([Cl:16])=[CH:12][CH:11]=2)=[N:7][C:6]=1[CH2:17]C=O)=[O:4].[CH:20]([O:25][CH3:26])([O:23][CH3:24])OC, predict the reaction product. The product is: [CH3:1][O:2][C:3]([C:5]1[S:9][C:8]([C:10]2[CH:15]=[CH:14][C:13]([Cl:16])=[CH:12][CH:11]=2)=[N:7][C:6]=1[CH2:17][CH:20]([O:23][CH3:24])[O:25][CH3:26])=[O:4]. (9) Given the reactants [H-].[Na+].[CH:3]1(Br)[CH2:7][CH2:6][CH2:5][CH2:4]1.CN(C=O)C.[CH:14]1([N:19]2[CH2:24][CH2:23][CH:22]([O:25][C:26]3[N:31]=[CH:30][C:29]([C:32]4[CH:33]=[CH:34][C:35](=[O:38])[NH:36][CH:37]=4)=[CH:28][N:27]=3)[CH2:21][CH2:20]2)[CH2:18][CH2:17][CH2:16][CH2:15]1, predict the reaction product. The product is: [CH:14]1([N:19]2[CH2:24][CH2:23][CH:22]([O:25][C:26]3[N:27]=[CH:28][C:29]([C:32]4[CH:33]=[CH:34][C:35]([O:38][CH:3]5[CH2:7][CH2:6][CH2:5][CH2:4]5)=[N:36][CH:37]=4)=[CH:30][N:31]=3)[CH2:21][CH2:20]2)[CH2:15][CH2:16][CH2:17][CH2:18]1. (10) Given the reactants [CH3:1][O:2][C:3]1[CH:8]=[CH:7][CH:6]=[CH:5][C:4]=1[CH2:9][CH2:10][CH2:11][CH2:12][C:13]([OH:15])=O.[C:16]([O:20][C:21]([N:23]1[CH2:28][CH2:27][CH:26]([C:29]2[CH:34]=[CH:33][C:32]([F:35])=[C:31]([NH2:36])[CH:30]=2)[CH2:25][CH2:24]1)=[O:22])([CH3:19])([CH3:18])[CH3:17].Cl.CN(C)CCCN=C=NCC.C(Cl)Cl, predict the reaction product. The product is: [F:35][C:32]1[CH:33]=[CH:34][C:29]([CH:26]2[CH2:27][CH2:28][N:23]([C:21]([O:20][C:16]([CH3:18])([CH3:17])[CH3:19])=[O:22])[CH2:24][CH2:25]2)=[CH:30][C:31]=1[NH:36][C:13](=[O:15])[CH2:12][CH2:11][CH2:10][CH2:9][C:4]1[CH:5]=[CH:6][CH:7]=[CH:8][C:3]=1[O:2][CH3:1].